This data is from Forward reaction prediction with 1.9M reactions from USPTO patents (1976-2016). The task is: Predict the product of the given reaction. Given the reactants [F:1][C:2]([F:43])([F:42])[C:3]1[CH:4]=[C:5]([CH:39]=[CH:40][CH:41]=1)[CH2:6][NH:7][C:8](=[O:38])[C:9]1[CH:14]=[CH:13][N:12]=[C:11]([C:15]2[CH:20]=[C:19]([N:21]3[CH2:26][CH2:25][CH2:24][CH2:23][CH2:22]3)[CH:18]=[CH:17][C:16]=2[NH:27][C:28](=[O:37])[C:29]2[CH:34]=[CH:33][CH:32]=[C:31]([CH2:35]Br)[CH:30]=2)[CH:10]=1.[N:44]1([C:50](=[O:52])[CH3:51])[CH2:49][CH2:48][NH:47][CH2:46][CH2:45]1.[I-].[K+].C(=O)([O-])[O-].[K+].[K+], predict the reaction product. The product is: [C:50]([N:44]1[CH2:49][CH2:48][N:47]([CH2:35][C:31]2[CH:30]=[C:29]([CH:34]=[CH:33][CH:32]=2)[C:28]([NH:27][C:16]2[CH:17]=[CH:18][C:19]([N:21]3[CH2:26][CH2:25][CH2:24][CH2:23][CH2:22]3)=[CH:20][C:15]=2[C:11]2[CH:10]=[C:9]([CH:14]=[CH:13][N:12]=2)[C:8]([NH:7][CH2:6][C:5]2[CH:39]=[CH:40][CH:41]=[C:3]([C:2]([F:43])([F:42])[F:1])[CH:4]=2)=[O:38])=[O:37])[CH2:46][CH2:45]1)(=[O:52])[CH3:51].